This data is from Reaction yield outcomes from USPTO patents with 853,638 reactions. The task is: Predict the reaction yield, written as a fraction of the theoretical maximum amount of product (1.0 means a 100% yield; for example, 0.34 means a 34% yield). (1) The reactants are C(C1C=C(NC(=O)OC2C=CC=CC=2)N(C2C=CC=CC=2)N=1)(C)(C)C.[C:26]1([N:32]2[C:36]([NH:37][C:38](=[O:46])OC3C=CC=CC=3)=[C:35]3[CH2:47][CH2:48][CH2:49][C:34]3=[N:33]2)[CH:31]=[CH:30][CH:29]=[CH:28][CH:27]=1.Cl.Cl.COCCN1C[C@@H](C2C=CC=CC=2)[C@H](N)C1.FC(F)(F)C(O)=O.FC(F)(F)C(O)=O.[CH3:82][O:83][CH2:84][CH2:85][N:86]1[CH2:90][C@@H:89]([C:91]2[CH:96]=[CH:95][N:94]=[CH:93][CH:92]=2)[C@H:88]([NH2:97])[CH2:87]1. No catalyst specified. The product is [CH3:82][O:83][CH2:84][CH2:85][N:86]1[CH2:90][C@@H:89]([C:91]2[CH:92]=[CH:93][N:94]=[CH:95][CH:96]=2)[C@H:88]([NH:97][C:38]([NH:37][C:36]2[N:32]([C:26]3[CH:27]=[CH:28][CH:29]=[CH:30][CH:31]=3)[N:33]=[C:34]3[CH2:49][CH2:48][CH2:47][C:35]=23)=[O:46])[CH2:87]1. The yield is 0.420. (2) The reactants are [CH2:1]([O:8][CH2:9][C@@H:10]1[O:15][CH2:14][CH2:13][NH:12][CH2:11]1)[C:2]1[CH:7]=[CH:6][CH:5]=[CH:4][CH:3]=1.C([O-])([O-])=O.[K+].[K+].[CH3:22][C:23]([O:26][C:27](O[C:27]([O:26][C:23]([CH3:25])([CH3:24])[CH3:22])=[O:28])=[O:28])([CH3:25])[CH3:24]. The catalyst is CC(C)=O.O. The product is [CH2:1]([O:8][CH2:9][C@@H:10]1[O:15][CH2:14][CH2:13][N:12]([C:27]([O:26][C:23]([CH3:25])([CH3:24])[CH3:22])=[O:28])[CH2:11]1)[C:2]1[CH:3]=[CH:4][CH:5]=[CH:6][CH:7]=1. The yield is 0.440. (3) The reactants are [C:1]([O:5][C:6](=[O:20])[C:7]1[CH:12]=[CH:11][CH:10]=[C:9]([C:13]2[C:18]([CH3:19])=[CH:17][CH:16]=[CH:15][N:14]=2)[CH:8]=1)([CH3:4])([CH3:3])[CH3:2].NC(N)=[O:23].OO.C1(=O)OC(=O)C2=CC=CC=C12.[O-]S([O-])=O.[Na+].[Na+].C([O-])([O-])=O.[Na+].[Na+]. The catalyst is CCOC(C)=O.O. The product is [C:1]([O:5][C:6]([C:7]1[CH:8]=[C:9]([C:13]2[C:18]([CH3:19])=[CH:17][CH:16]=[CH:15][N+:14]=2[O-:23])[CH:10]=[CH:11][CH:12]=1)=[O:20])([CH3:4])([CH3:3])[CH3:2]. The yield is 0.950. (4) The reactants are [C:1]([O:5][C:6](=[O:15])[NH:7][CH:8]1[CH2:13][CH2:12][C:11](=O)[CH2:10][CH2:9]1)([CH3:4])([CH3:3])[CH3:2].[NH:16]1[CH2:21][CH2:20][O:19][CH2:18][CH2:17]1.C(O[BH-](OC(=O)C)OC(=O)C)(=O)C.[Na+]. The catalyst is C(Cl)Cl.C(O)(=O)C. The product is [C:1]([O:5][C:6](=[O:15])[NH2:7])([CH3:4])([CH3:3])[CH3:2].[N:16]1([CH:11]2[CH2:12][CH2:13][CH:8]([NH2:7])[CH2:9][CH2:10]2)[CH2:21][CH2:20][O:19][CH2:18][CH2:17]1. The yield is 0.130.